This data is from Forward reaction prediction with 1.9M reactions from USPTO patents (1976-2016). The task is: Predict the product of the given reaction. (1) Given the reactants [CH2:1]([N:8]1[CH2:14][CH2:13][CH2:12][C:11]([CH2:20][CH2:21][Cl:22])([C:15]([O:17][CH2:18][CH3:19])=[O:16])[CH2:10][CH2:9]1)[C:2]1[CH:7]=[CH:6][CH:5]=[CH:4][CH:3]=1, predict the reaction product. The product is: [Cl-:22].[CH2:1]([N+:8]12[CH2:21][CH2:20][C:11]([C:15]([O:17][CH2:18][CH3:19])=[O:16])([CH2:10][CH2:9]1)[CH2:12][CH2:13][CH2:14]2)[C:2]1[CH:7]=[CH:6][CH:5]=[CH:4][CH:3]=1. (2) Given the reactants [CH3:1][C:2]1[CH:3]=[CH:4][C:5]([N:8]2[CH2:18][CH2:17][C:11]3[N:12]=[CH:13][NH:14][C:15](=O)[C:10]=3[CH2:9]2)=[N:6][CH:7]=1.P(Cl)(Cl)([Cl:21])=O.ClCCCl.CN(C)C1C=CC=CC=1.C(=O)(O)[O-].[Na+], predict the reaction product. The product is: [Cl:21][C:15]1[C:10]2[CH2:9][N:8]([C:5]3[CH:4]=[CH:3][C:2]([CH3:1])=[CH:7][N:6]=3)[CH2:18][CH2:17][C:11]=2[N:12]=[CH:13][N:14]=1. (3) Given the reactants [Cl:1][C:2]1[CH:3]=[CH:4][C:5]([F:21])=[C:6]([C:8]2[CH:17]=[C:16](B(O)O)[C:15]3[C:10](=[N:11][CH:12]=[CH:13][CH:14]=3)[N:9]=2)[CH:7]=1.Br[C:23]1[CH:32]=[CH:31][CH:30]=[C:29]2[C:24]=1[CH:25]=[CH:26][N:27]=[CH:28]2.C(=O)(O)[O-].[Na+], predict the reaction product. The product is: [Cl:1][C:2]1[CH:3]=[CH:4][C:5]([F:21])=[C:6]([C:8]2[CH:17]=[C:16]([C:23]3[CH:32]=[CH:31][CH:30]=[C:29]4[C:24]=3[CH:25]=[CH:26][N:27]=[CH:28]4)[C:15]3[C:10](=[N:11][CH:12]=[CH:13][CH:14]=3)[N:9]=2)[CH:7]=1. (4) Given the reactants C(O[K])(C)(C)C.C(OC([CH2:12][CH2:13][N:14]1[CH2:19][CH2:18][CH2:17][CH:16]([C:20]([O:22]CC)=O)[CH2:15]1)=O)C, predict the reaction product. The product is: [N:14]12[CH2:15][CH:16]([CH2:17][CH2:18][CH2:19]1)[C:20](=[O:22])[CH2:12][CH2:13]2.